Task: Predict which catalyst facilitates the given reaction.. Dataset: Catalyst prediction with 721,799 reactions and 888 catalyst types from USPTO (1) Reactant: [Cl:1][C:2]1[CH:3]=[C:4]2[C:9](=[CH:10][C:11]=1[O:12][C:13]1[CH:18]=[CH:17][C:16]([C:19](=[O:33])[NH:20][C:21]3[CH:22]=[N:23][N:24]([C:26]4[CH:31]=[CH:30][CH:29]=[C:28]([Cl:32])[CH:27]=4)[CH:25]=3)=[CH:15][CH:14]=1)[O:8][CH2:7][CH2:6][CH:5]2[C:34]([O:36]CC)=[O:35].[OH-].[Na+].Cl. Product: [Cl:1][C:2]1[CH:3]=[C:4]2[C:9](=[CH:10][C:11]=1[O:12][C:13]1[CH:14]=[CH:15][C:16]([C:19](=[O:33])[NH:20][C:21]3[CH:22]=[N:23][N:24]([C:26]4[CH:31]=[CH:30][CH:29]=[C:28]([Cl:32])[CH:27]=4)[CH:25]=3)=[CH:17][CH:18]=1)[O:8][CH2:7][CH2:6][CH:5]2[C:34]([OH:36])=[O:35]. The catalyst class is: 738. (2) Reactant: C([O:5][C:6](=[O:38])[C:7]1[CH:12]=[CH:11][CH:10]=[CH:9][C:8]=1[CH2:13][NH:14][C:15]([C@@H:17]1[CH2:21][C@@H:20]([F:22])[CH2:19][N:18]1[C:23](=[O:37])[NH:24][C:25]1[C:33]2[C:28](=[CH:29][CH:30]=[CH:31][CH:32]=2)[N:27]([C:34](=[O:36])[NH2:35])[CH:26]=1)=[O:16])(C)(C)C.C(O)(C(F)(F)F)=O. Product: [C:34]([N:27]1[C:28]2[C:33](=[CH:32][CH:31]=[CH:30][CH:29]=2)[C:25]([NH:24][C:23]([N:18]2[CH2:19][C@H:20]([F:22])[CH2:21][C@H:17]2[C:15]([NH:14][CH2:13][C:8]2[CH:9]=[CH:10][CH:11]=[CH:12][C:7]=2[C:6]([OH:38])=[O:5])=[O:16])=[O:37])=[CH:26]1)(=[O:36])[NH2:35]. The catalyst class is: 158. (3) Reactant: [Cl:1][C:2]1[C:12]2[CH2:11][CH2:10][CH2:9][C:8]([C:13]3[CH:18]=[CH:17][C:16]([F:19])=[C:15]([O:20][CH3:21])[CH:14]=3)=[C:7]([C:22]#[C:23][CH2:24][CH2:25][CH2:26][CH2:27][OH:28])[C:6]=2[CH:5]=[CH:4][C:3]=1[O:29][CH3:30].[OH-].[K+]. Product: [Cl:1][C:2]1[C:12]2[CH2:11][CH2:10][CH2:9][C:8]([C:13]3[CH:18]=[CH:17][C:16]([F:19])=[C:15]([O:20][CH3:21])[CH:14]=3)=[C:7]([CH2:22][CH2:23][CH2:24][CH2:25][CH2:26][CH2:27][OH:28])[C:6]=2[CH:5]=[CH:4][C:3]=1[O:29][CH3:30]. The catalyst class is: 43. (4) Reactant: Cl.[NH2:2][C:3]1[CH:8]=[CH:7][C:6]([CH2:9][CH2:10][O:11][C:12]2[CH:17]=[CH:16][C:15]([CH2:18][C@H:19]([O:23][CH2:24][CH3:25])[C:20]([OH:22])=[O:21])=[CH:14][CH:13]=2)=[CH:5][CH:4]=1.[CH:26](O)=[O:27].C(OC(=O)C)(=O)C. Product: [CH2:24]([O:23][C@@H:19]([CH2:18][C:15]1[CH:16]=[CH:17][C:12]([O:11][CH2:10][CH2:9][C:6]2[CH:5]=[CH:4][C:3]([NH:2][CH:26]=[O:27])=[CH:8][CH:7]=2)=[CH:13][CH:14]=1)[C:20]([OH:22])=[O:21])[CH3:25]. The catalyst class is: 7. (5) Reactant: [C:1](/[CH:3]=[CH:4]/[S:5]([C:8]1[CH:13]=[CH:12][C:11]([C:14]([CH3:19])([CH3:18])[C:15]([OH:17])=O)=[CH:10][CH:9]=1)(=[O:7])=[O:6])#[N:2].[CH2:20]([NH2:27])[C:21]1[CH:26]=[CH:25][CH:24]=[CH:23][CH:22]=1.Cl.CN(C)CCCN=C=NCC.ON1C2C=CC=CC=2N=N1.C(=O)(O)[O-].[Na+]. Product: [CH2:20]([NH:27][C:15](=[O:17])[C:14]([C:11]1[CH:10]=[CH:9][C:8]([S:5](/[CH:4]=[CH:3]/[C:1]#[N:2])(=[O:6])=[O:7])=[CH:13][CH:12]=1)([CH3:19])[CH3:18])[C:21]1[CH:26]=[CH:25][CH:24]=[CH:23][CH:22]=1. The catalyst class is: 7. (6) Reactant: [CH3:1][O:2][C:3]1[CH:4]=[C:5]([C:9]2([CH2:21][C:22]([N:24]([CH3:26])[CH3:25])=[O:23])[CH2:14][CH2:13][N:12]([C:15]3[N:20]=[CH:19][CH:18]=[CH:17][N:16]=3)[CH2:11][CH2:10]2)[CH:6]=[CH:7][CH:8]=1.[ClH:27].C(OCC)C.C(OCC)C. Product: [ClH:27].[CH3:1][O:2][C:3]1[CH:4]=[C:5]([C:9]2([CH2:21][C:22]([N:24]([CH3:26])[CH3:25])=[O:23])[CH2:14][CH2:13][N:12]([C:15]3[N:16]=[CH:17][CH:18]=[CH:19][N:20]=3)[CH2:11][CH2:10]2)[CH:6]=[CH:7][CH:8]=1. The catalyst class is: 13.